Dataset: Merck oncology drug combination screen with 23,052 pairs across 39 cell lines. Task: Regression. Given two drug SMILES strings and cell line genomic features, predict the synergy score measuring deviation from expected non-interaction effect. (1) Drug 1: CC(C)CC(NC(=O)C(Cc1ccccc1)NC(=O)c1cnccn1)B(O)O. Drug 2: CC1(c2nc3c(C(N)=O)cccc3[nH]2)CCCN1. Cell line: SKOV3. Synergy scores: synergy=0.855. (2) Drug 1: CCC1=CC2CN(C1)Cc1c([nH]c3ccccc13)C(C(=O)OC)(c1cc3c(cc1OC)N(C)C1C(O)(C(=O)OC)C(OC(C)=O)C4(CC)C=CCN5CCC31C54)C2. Drug 2: NC1(c2ccc(-c3nc4ccn5c(=O)[nH]nc5c4cc3-c3ccccc3)cc2)CCC1. Cell line: T47D. Synergy scores: synergy=15.2. (3) Drug 2: O=C(NOCC(O)CO)c1ccc(F)c(F)c1Nc1ccc(I)cc1F. Synergy scores: synergy=-2.56. Cell line: COLO320DM. Drug 1: CN(C)C(=N)N=C(N)N.